This data is from Full USPTO retrosynthesis dataset with 1.9M reactions from patents (1976-2016). The task is: Predict the reactants needed to synthesize the given product. (1) Given the product [ClH:34].[CH3:1][S:2]([CH2:5][C:6]([N:8]1[CH2:9][C:10]2([C:18]3[C:13](=[CH:14][C:15]([C:19]4[CH2:23][C:22]([C:28]5[CH:29]=[C:30]([Cl:36])[C:31]([Cl:35])=[C:32]([Cl:34])[CH:33]=5)([C:24]([F:26])([F:27])[F:25])[NH:21][N:20]=4)=[CH:16][CH:17]=3)[CH2:12][O:11]2)[CH2:44]1)=[O:7])(=[O:3])=[O:4], predict the reactants needed to synthesize it. The reactants are: [CH3:1][S:2]([CH2:5][C:6]([N:8]1[CH2:44][C:10]2([C:18]3[C:13](=[CH:14][C:15]([C:19]4[CH2:23][C:22]([C:28]5[CH:33]=[C:32]([Cl:34])[C:31]([Cl:35])=[C:30]([Cl:36])[CH:29]=5)([C:24]([F:27])([F:26])[F:25])[N:21](C(OC(C)(C)C)=O)[N:20]=4)=[CH:16][CH:17]=3)[CH2:12][O:11]2)[CH2:9]1)=[O:7])(=[O:4])=[O:3]. (2) The reactants are: Cl.[F:2][C:3]([F:14])([F:13])[O:4][C:5]1[CH:10]=[CH:9][C:8]([NH:11]N)=[CH:7][CH:6]=1.[C:15]([OH:22])(=[O:21])[CH2:16][CH2:17][C:18]([CH3:20])=O.S(=O)(=O)(O)O. Given the product [CH3:20][C:18]1[NH:11][C:8]2[C:9]([C:17]=1[CH2:16][C:15]([OH:22])=[O:21])=[CH:10][C:5]([O:4][C:3]([F:14])([F:13])[F:2])=[CH:6][CH:7]=2, predict the reactants needed to synthesize it. (3) Given the product [Br:1][C:2]1[CH:10]=[C:9]2[C:5]([CH:6]=[N:7][N:8]2[S:11]([C:14]2[CH:19]=[CH:18][C:17]([CH3:20])=[CH:16][CH:15]=2)(=[O:13])=[O:12])=[C:4]([C:21]2[O:22][C:23]([CH2:26][N:28]3[CH2:33][CH2:32][O:31][CH2:30][CH2:29]3)=[N:24][N:25]=2)[CH:3]=1, predict the reactants needed to synthesize it. The reactants are: [Br:1][C:2]1[CH:10]=[C:9]2[C:5]([CH:6]=[N:7][N:8]2[S:11]([C:14]2[CH:19]=[CH:18][C:17]([CH3:20])=[CH:16][CH:15]=2)(=[O:13])=[O:12])=[C:4]([C:21]2[O:22][C:23]([CH2:26]Cl)=[N:24][N:25]=2)[CH:3]=1.[NH:28]1[CH2:33][CH2:32][O:31][CH2:30][CH2:29]1. (4) Given the product [N:13]1[C:14]2[C:19](=[CH:18][CH:17]=[CH:16][CH:15]=2)[CH:20]=[CH:21][C:12]=1[N:10]1[CH2:11][CH:8]([C:3]2[C:2]([N:22]3[CH2:27][CH2:26][CH:25]([C:28](=[O:30])[CH3:29])[CH2:24][CH2:23]3)=[N:7][CH:6]=[CH:5][N:4]=2)[CH2:9]1, predict the reactants needed to synthesize it. The reactants are: Cl[C:2]1[C:3]([CH:8]2[CH2:11][N:10]([C:12]3[CH:21]=[CH:20][C:19]4[C:14](=[CH:15][CH:16]=[CH:17][CH:18]=4)[N:13]=3)[CH2:9]2)=[N:4][CH:5]=[CH:6][N:7]=1.[NH:22]1[CH2:27][CH2:26][CH:25]([C:28](=[O:30])[CH3:29])[CH2:24][CH2:23]1.CCN(CC)CC.